Task: Binary Classification. Given a miRNA mature sequence and a target amino acid sequence, predict their likelihood of interaction.. Dataset: Experimentally validated miRNA-target interactions with 360,000+ pairs, plus equal number of negative samples (1) The miRNA is mmu-miR-29c-3p with sequence UAGCACCAUUUGAAAUCGGUUA. The protein sequence of the target gene is MYSVEDLLISHGYKPARDAAAPCEDKSERCRSTRTGPRAGQGLLNGYKDGATAHTHSRTSLGTGHVSNSENRISRPRGHREHQSTSRTPEARFLNQPSLAWSSQPQSGRDDIYWSRGRQEGSGSLCPRDWKELESRGMAQAYSLPVHVRENLWEVAGRTEHVMKNAIWEEELRMQDMSLESWKKPRELGRQASDGDGRKRPQEKFEGLYPFVHGEHTSQNRKKSQSLPRALSPKSLNFTEIPVPLHDGHITGVPKVPPYPPSFPSPSEPMRNLEKASSSGPFPRPKFGKPLKTPCYSSHS.... Result: 0 (no interaction). (2) The miRNA is hsa-miR-1273c with sequence GGCGACAAAACGAGACCCUGUC. The protein sequence of the target gene is MDEDGLPLMGSGIDLTKVPAIQQKRTVAFLNQFVVHTVQFLNRFSTVCEEKLADLSLRIQQIETTLNILDAKLSSIPGLDDVTVEVSPLNVTSVTNGAHPEATSEQPQQNSTQDSGLQESEVSAENILTVAKDPRYARYLKMVQVGVPVMAIRNKMISEGLDPDLLERPDAPVPDGESEKTVEESSDSESSFSD. Result: 0 (no interaction). (3) Result: 0 (no interaction). The protein sequence of the target gene is MALQLLLAVFSCVLLLPQPAFGITRHYTLEIKMQNVTRLCHTKSLVSVNGQFPGPKLIAREGDQVLIKVVNQVPNNISLHWHGIRQLRSGWADGPAYITQCPIQTGQSYVYNYTIVGQRGTLWYHAHISWLRSTVYGPLIILPKRGVPYPFAKPHKEVPMIFGEWFNADTEAIIRQATQTGGGPNVSDAYTINGLPGPLYNCSAKDTFRLRVKPGKTYLLRLINAALNDELFFSIANHTVTVVEADAIYVKPFETETILIAPGQTTNVLLKTKSSYPSASFFMTARPYVTGQGTFDNSTV.... The miRNA is ath-miR172d-3p with sequence AGAAUCUUGAUGAUGCUGCAG. (4) The miRNA is mmu-miR-3072-3p with sequence UGCCCCCUCCAGGAAGCCUUCU. The protein sequence of the target gene is MKWITPASLILLLHFAASKALHENEFGIASTLDSSQCVTEKNVLSIATITFTQFVPEATEEEVNKMTSDVLAAMKKNSGDGCLESQLSVFLDEICHETELSNKYGLSGCCSQSGVERHQCLLARKKTAPASVPPFQFPEPAESCKAHEENRAVFMNRFIYEVSRRNPFMYAPAILSLAAQYDKVVLACCKADNKEECFQTKRASIAKELREGSMLNEHVCSVIRKFGSRNLQATTIIKLSQKLTEANFTEIQKLALDVAHIHEECCQGNSLECLQDGEKVMTYICSQQNILSSKIAECCK.... Result: 0 (no interaction). (5) Result: 1 (interaction). The protein sequence of the target gene is MDLLRLSRLFSGPRPIGLSVLQHLDLVGSTRWTGGREGPARLRAAFCGSSSPLPLGSGNQKEMSSLCSDSSKLSTVAPQEEAEEESFGSLSGKFSSRRIFHKSTAQLYNLQLKEQGGEEEELEPRPWRGRRNTQYWYFFQCKRLIKEGKLAEALDLFERQMLKEERLQPLECNYTVLIGGCGRVGYLKKAFRLFNDMKKRDLEPSDATYTALFNVCAESPWKDSALQSALKLRQQLQARNFQLNLKTYHALLKVAAKCADLRLCLDVFKEIIQRGHAVTEETFCFLLVGCIQDKKTGFRQ.... The miRNA is mmu-miR-703 with sequence AAAACCUUCAGAAGGAAAGAA. (6) Result: 0 (no interaction). The miRNA is hsa-miR-5681a with sequence AGAAAGGGUGGCAAUACCUCUU. The protein sequence of the target gene is MLDASGCSWAMWTWALLQLLLLVGPGGCLNRQELFPFGPGQGDLELEAGDDVVSPSLELIGELSFYDRTDITSVYVTTNGIIAMSEPPATEYHPGTFPPSFGSVAPFLADLDTTDGLGNVYYREDLSPFIIQMAAEYVQRGFPEVSFQPTSVVVVTWESVAPYGGPSSSPAEEGKRNTFQAVLASSNSSSYAIFLYPEDGLQFFTTFSKKDESQVPAVVGFSKGLVGFLWKSNGAYNIFANDRESIENLAKSSNAGHQGVWVFEIGSPATAKGVVSADVNLDLDDDGADYEDEDYDLVTS.... (7) The miRNA is hsa-miR-6850-3p with sequence CCCGGCCGGAACGCCGCACU. The protein sequence of the target gene is MALLCGLGQVTLRLWVPLPFQSENRIGFLAAGAFLRSGGMEALTTQLGPGREGSSSPNSKQELQPYSGSSALKPNQVGETSLYGVPIVSLVIDGQERLCLAQISNTLLKNYSYNEIHNRRVALGITCVQCTPVQLEILRRAGAMPISSRRCGMITKREAERLCKSFLGEHKPPKLPENFAFDVVHECAWGSRGSFIPARYNSSRAKCIKCGYCSMYFSPNKFIFHSHRTPDAKYTQPDAANFNSWRRHLKLSDKSATDELSHAWEDVKAMFNGGTRKRTFSLQGGGGGGANSGSGGAGKG.... Result: 0 (no interaction).